Dataset: Experimentally validated miRNA-target interactions with 360,000+ pairs, plus equal number of negative samples. Task: Binary Classification. Given a miRNA mature sequence and a target amino acid sequence, predict their likelihood of interaction. The miRNA is mmu-miR-466j with sequence UGUGUGCAUGUGCAUGUGUGUAA. The protein sequence of the target gene is MEPEMQAAEEGPSAPRIYKQRGPYSVLKTFPSRRPALAKRYDRPSLLELSPARPSPLPPPPPPPPFASLAAVPISSSEPPPFPTQPSYPAGSGRAPAAAAASSSSPSCTPAAPPGHPRTPAPPPPPPPPLAAPAASSSSSFAAVVRYGPGPATGACSSGAGSDGASLELSAESRMILDAFAQQCSRVLSLLNCGGKLLDSNHSQSMISCVKQEGSSYNERQDQCHIVKGVQSQTSDNIDIEMQYMQRKQQTSAFLRVFTDSLQNYLLSGSFPTPNTSSASEYGHLADVDPLSASPVHTLG.... Result: 1 (interaction).